From a dataset of Forward reaction prediction with 1.9M reactions from USPTO patents (1976-2016). Predict the product of the given reaction. Given the reactants [CH3:1][C:2]1[CH:3]=[C:4]([C:10](=[O:12])[CH3:11])[CH:5]=[CH:6][C:7]=1[S:8][CH3:9].[C:13]([O:16][CH2:17][CH3:18])(=[O:15])C, predict the reaction product. The product is: [CH3:1][C:2]1[CH:3]=[C:4]([C:10](=[O:12])[CH2:11][C:13]([O:16][CH2:17][CH3:18])=[O:15])[CH:5]=[CH:6][C:7]=1[S:8][CH3:9].